Dataset: Experimentally validated miRNA-target interactions with 360,000+ pairs, plus equal number of negative samples. Task: Binary Classification. Given a miRNA mature sequence and a target amino acid sequence, predict their likelihood of interaction. (1) The miRNA is hsa-miR-5011-5p with sequence UAUAUAUACAGCCAUGCACUC. The protein sequence of the target gene is MVQLYNLHPFGSQQVVPCKLEPDRFCGGGRDALFVAAGCKVEAFAVAGQELCQPRCAFSTLGRVLRLAYSEAGDYLVAIEEKNKATFLRAYVNWRNKRTENSRVCIRMIGHNVEGPFSKAFRDQMYIIEMPLSEAPLCISCCPVKGDLLVGCTNKLVLFSLKYQIINEEFSLLDFERSLIIHIDNITPVEVSFCVGYVAVMSDLEVLIVKLESGPKNGERVHHHPHKTNNRIRRTEEGISNEISQLESDDFVICQKPLELLGEKSEQSGLSVTLESTGLADEKRKYSHFQHLLYRRFAPD.... Result: 1 (interaction). (2) The miRNA is hsa-miR-3685 with sequence UUUCCUACCCUACCUGAAGACU. The protein sequence of the target gene is MSSYFVNPTFPGSLPSGQDSFLGQLPLYQAGYDALRPFPASYGASSLPDKTYTSPCFYQQSNSVLACNRASYEYGASCFYSDKDLSGASPSGSGKQRGPGDYLHFSPEQQYKPDSSSGQGKALHDEGADRKYTSPVYPWMQRMNSCAGAVYGSHGRRGRQTYTRYQTLELEKEFHFNRYLTRRRRIEIANALCLTERQIKIWFQNRRMKWKKENKLINSTQPSGEDSEAKAGE. Result: 0 (no interaction). (3) The miRNA is mmu-miR-6999-5p with sequence AAGGAAGGAGAGUCAGCAAGCAC. The protein sequence of the target gene is MEAEGLDWLLVPLHQLVSWGAAAAMVFGGVVPYVPQYRDIRRTQNADGFSTYVCLVLLVANILRILFWFGRRFESPLLWQSAIMILTMLLMLKLCTEVRVANELNARRRSFTAADSKDEEVKVAPRRSFLDFDPHHFWQWSSFSDYVQCVLAFTGVAGYITYLSIDSALFVETLGFLAVLTEAMLGVPQLYRNHRHQSTEGMSIKMVLMWTSGDAFKTAYFLLKGAPLQFSVCGLLQVLVDLAILGQAYAFARHPQKPAPHAVHPTGTKAL. Result: 0 (no interaction). (4) The miRNA is hsa-miR-362-5p with sequence AAUCCUUGGAACCUAGGUGUGAGU. The protein sequence of the target gene is MEAEGCRYQFRVALLGDAAVGKTSLLRSYVAGAPGAPEPEPEPEPTVGAECYRRALQLRAGPRVKLQLWDTAGHERFRCITRSFYRNVVGVLLVFDVTNRKSFEHIQDWHQEVMATQGPDKVIFLLVGHKSDLQSTRCVSAQEAEELAASLGMAFVETSVKNNCNVDLAFDTLADAIQQALQQGDIKLEEGWGGVRLIHKTQIPRSPSRKQHSGPCQC. Result: 0 (no interaction). (5) The miRNA is hsa-miR-149-5p with sequence UCUGGCUCCGUGUCUUCACUCCC. The protein sequence of the target gene is MSDEGSRGSRLPLALPPASQGCSSGGGGGGSSAGGSGNSRPPRNLQGLLQMAITAGSEEPDPPPEPMSEERRQWLQEAMSAAFRGQREEVEQMKSCLRVLSQPMPPTAGEAEQAADQQEREGALELLADLCENMDNAADFCQLSGMHLLVGRYLEAGAAGLRWRAAQLIGTCSQNVAAIQEQVLGLGALRKLLRLLDRDACDTVRVKALFAISCLVREQEAGLLQFLRLDGFSVLMRAMQQQVQKLKVKSAFLLQNLLVGHPEHKGTLCSMGMVQQLVALVRTEHSPFHEHVLGALCSLV.... Result: 0 (no interaction).